Dataset: Retrosynthesis with 50K atom-mapped reactions and 10 reaction types from USPTO. Task: Predict the reactants needed to synthesize the given product. (1) Given the product CC(C)n1ncnc1-c1nc2c(s1)CCOc1cc(C3CN(CCO)C3)ccc1-2, predict the reactants needed to synthesize it. The reactants are: CC(C)n1ncnc1-c1nc2c(s1)CCOc1cc(C3CN(CCOC4CCCCO4)C3)ccc1-2. (2) Given the product Nc1ccc2[nH]c3c(c2c1)CC(N1C(=O)c2ccccc2C1=O)CC3, predict the reactants needed to synthesize it. The reactants are: O=C1c2ccccc2C(=O)N1C1CCc2[nH]c3ccc([N+](=O)[O-])cc3c2C1. (3) Given the product Cc1c(-c2ccc(C(F)(F)F)cc2)nn(C)c1C(C)(C)O[SiH2]C(C)(C)C, predict the reactants needed to synthesize it. The reactants are: CI.Cn1nc(-c2ccc(C(F)(F)F)cc2)c(Br)c1C(C)(C)O[SiH2]C(C)(C)C. (4) Given the product CNC(=O)N1CC(Oc2ccccc2C(F)(F)F)C1, predict the reactants needed to synthesize it. The reactants are: CN=C=O.FC(F)(F)c1ccccc1OC1CNC1. (5) Given the product N#CCc1ccc(N)c(Cl)c1Br, predict the reactants needed to synthesize it. The reactants are: N#CCc1ccc([N+](=O)[O-])c(Cl)c1Br. (6) Given the product COc1cc(-c2ncnc3c(C(=O)N[C@@H]4CCCN(C(=O)OC(C)(C)C)C4)c[nH]c23)c(OCC2CC2)cc1F, predict the reactants needed to synthesize it. The reactants are: CC(C)(C)OC(=O)N1CCC[C@@H](N)C1.COc1cc(-c2ncnc3c(C(=O)O)c[nH]c23)c(OCC2CC2)cc1F. (7) Given the product CC(=O)NC(C)CCc1ccc(Oc2ccc(OCC3CC3)nc2)cc1, predict the reactants needed to synthesize it. The reactants are: CC(=O)NC(C)CCc1ccc(Oc2ccc(F)nc2)cc1.OCC1CC1.